This data is from Catalyst prediction with 721,799 reactions and 888 catalyst types from USPTO. The task is: Predict which catalyst facilitates the given reaction. (1) Reactant: C(OP([N:9]([C:13]1[CH:22]=[CH:21][C:16]([C:17]([O:19][CH3:20])=[O:18])=[CH:15][CH:14]=1)[C:10]([CH3:12])=[O:11])(OCC)=O)C.[H-].[Na+].[CH:25]([C:28]1[CH:29]=[C:30]([O:33][C:34]=1[CH:35]([CH3:37])[CH3:36])[CH:31]=O)([CH3:27])[CH3:26].[Cl-].[NH4+]. Product: [CH:25]([C:28]1[CH:29]=[C:30]([CH:31]=[CH:12][C:10]([NH:9][C:13]2[CH:14]=[CH:15][C:16]([C:17]([O:19][CH3:20])=[O:18])=[CH:21][CH:22]=2)=[O:11])[O:33][C:34]=1[CH:35]([CH3:37])[CH3:36])([CH3:27])[CH3:26]. The catalyst class is: 7. (2) Reactant: [C:1]1(=[O:8])[CH:6]=[CH:5][C:4](=[O:7])[CH:3]=[CH:2]1.[C:9]1([PH:15](=[O:22])[C:16]2[CH:21]=[CH:20][CH:19]=[CH:18][CH:17]=2)[CH:14]=[CH:13][CH:12]=[CH:11][CH:10]=1. Product: [OH:7][C:4]1[CH:5]=[CH:6][C:1]([OH:8])=[CH:2][C:3]=1[P:15](=[O:22])([C:16]1[CH:17]=[CH:18][CH:19]=[CH:20][CH:21]=1)[C:9]1[CH:14]=[CH:13][CH:12]=[CH:11][CH:10]=1. The catalyst class is: 11. (3) Reactant: [Br:1][C:2]1[CH:7]=[CH:6][C:5]([S:8](Cl)(=[O:10])=[O:9])=[C:4]([CH2:12][Br:13])[CH:3]=1.[NH2:14][CH:15]1[CH2:20][CH2:19][N:18]([C:21]([O:23][C:24]([CH3:27])([CH3:26])[CH3:25])=[O:22])[CH2:17][CH2:16]1.C(N(CC)CC)C. Product: [Br:1][C:2]1[CH:7]=[CH:6][C:5]([S:8]([NH:14][CH:15]2[CH2:16][CH2:17][N:18]([C:21]([O:23][C:24]([CH3:27])([CH3:26])[CH3:25])=[O:22])[CH2:19][CH2:20]2)(=[O:10])=[O:9])=[C:4]([CH2:12][Br:13])[CH:3]=1. The catalyst class is: 2. (4) Reactant: [C:1]([O:5][C:6]([C@H:8]1[C@H:12]([C:13]2[CH:18]=[CH:17][CH:16]=[C:15]([Cl:19])[C:14]=2[F:20])[C@:11]([C:23]2[CH:28]=[CH:27][C:26]([Cl:29])=[CH:25][C:24]=2[F:30])([C:21]#[N:22])[C@@H:10]([CH3:31])[NH:9]1)=[O:7])([CH3:4])([CH3:3])[CH3:2].[F:32][C:33]1[CH:40]=[CH:39][CH:38]=[CH:37][C:34]=1[CH2:35]Br.C(=O)([O-])[O-].[Cs+].[Cs+]. Product: [C:1]([O:5][C:6]([CH:8]1[CH:12]([C:13]2[CH:18]=[CH:17][CH:16]=[C:15]([Cl:19])[C:14]=2[F:20])[C:11]([C:23]2[CH:28]=[CH:27][C:26]([Cl:29])=[CH:25][C:24]=2[F:30])([C:21]#[N:22])[CH:10]([CH3:31])[N:9]1[CH2:35][C:34]1[CH:37]=[CH:38][CH:39]=[CH:40][C:33]=1[F:32])=[O:7])([CH3:4])([CH3:2])[CH3:3]. The catalyst class is: 3. (5) Reactant: Br[C:2]1[CH:3]=[CH:4][C:5]2[NH:16][C:15](=[O:17])[O:14][C:8]3([CH2:13][CH2:12][CH2:11][CH2:10][CH2:9]3)[C:6]=2[CH:7]=1.[C:18]([NH2:23])(=[O:22])/[CH:19]=[CH:20]/[CH3:21]. Product: [O:17]=[C:15]1[O:14][C:8]2([CH2:13][CH2:12][CH2:11][CH2:10][CH2:9]2)[C:6]2[CH:7]=[C:2](/[C:20](/[CH3:21])=[CH:19]/[C:18]([NH2:23])=[O:22])[CH:3]=[CH:4][C:5]=2[NH:16]1. The catalyst class is: 5. (6) Reactant: [F:1][C:2]1[CH:7]=[C:6]([F:8])[CH:5]=[CH:4][C:3]=1[CH2:9][C:10](Cl)=[O:11].[NH:13]([C:15]([O:17][C:18]([CH3:21])([CH3:20])[CH3:19])=[O:16])[NH2:14].CCN(C(C)C)C(C)C. Product: [F:1][C:2]1[CH:7]=[C:6]([F:8])[CH:5]=[CH:4][C:3]=1[CH2:9][C:10]([NH:14][NH:13][C:15]([O:17][C:18]([CH3:21])([CH3:20])[CH3:19])=[O:16])=[O:11]. The catalyst class is: 2.